Task: Predict the reaction yield, written as a fraction of the theoretical maximum amount of product (1.0 means a 100% yield; for example, 0.34 means a 34% yield).. Dataset: Reaction yield outcomes from USPTO patents with 853,638 reactions The reactants are C[O-].[Na+].[C:4]([C:7]1[CH:14]=[CH:13][CH:12]=[CH:11][C:8]=1[CH:9]=[O:10])([OH:6])=O.[C:15]1([C:24]2[C:19](=[CH:20][CH:21]=[CH:22][CH:23]=2)[CH2:18]O1)=[O:16]. The catalyst is C(OCC)(=O)C. The product is [CH:20]1[C:19]2[C:18]3[C:9](=[O:10])[C:8]4[CH:11]=[CH:12][CH:13]=[CH:14][C:7]=4[C:4]=3[O:6][C:15](=[O:16])[C:24]=2[CH:23]=[CH:22][CH:21]=1. The yield is 0.860.